Task: Regression. Given two drug SMILES strings and cell line genomic features, predict the synergy score measuring deviation from expected non-interaction effect.. Dataset: NCI-60 drug combinations with 297,098 pairs across 59 cell lines (1) Drug 1: CC(C1=C(C=CC(=C1Cl)F)Cl)OC2=C(N=CC(=C2)C3=CN(N=C3)C4CCNCC4)N. Drug 2: CCCCCOC(=O)NC1=NC(=O)N(C=C1F)C2C(C(C(O2)C)O)O. Cell line: SN12C. Synergy scores: CSS=10.7, Synergy_ZIP=-1.24, Synergy_Bliss=0.743, Synergy_Loewe=-11.6, Synergy_HSA=2.46. (2) Drug 1: C1=NC2=C(N1)C(=S)N=CN2. Drug 2: C1CN(P(=O)(OC1)NCCCl)CCCl. Cell line: OVCAR3. Synergy scores: CSS=24.7, Synergy_ZIP=1.72, Synergy_Bliss=-0.574, Synergy_Loewe=-27.3, Synergy_HSA=-1.93. (3) Drug 1: CN1CCC(CC1)COC2=C(C=C3C(=C2)N=CN=C3NC4=C(C=C(C=C4)Br)F)OC. Drug 2: CC1=C(C=C(C=C1)NC(=O)C2=CC=C(C=C2)CN3CCN(CC3)C)NC4=NC=CC(=N4)C5=CN=CC=C5. Cell line: RPMI-8226. Synergy scores: CSS=-3.61, Synergy_ZIP=-0.429, Synergy_Bliss=-5.80, Synergy_Loewe=-9.79, Synergy_HSA=-10.6. (4) Drug 1: C1=CC(=CC=C1CC(C(=O)O)N)N(CCCl)CCCl.Cl. Drug 2: CC12CCC3C(C1CCC2O)C(CC4=C3C=CC(=C4)O)CCCCCCCCCS(=O)CCCC(C(F)(F)F)(F)F. Cell line: SNB-19. Synergy scores: CSS=7.07, Synergy_ZIP=-4.09, Synergy_Bliss=-4.09, Synergy_Loewe=-6.08, Synergy_HSA=-6.82. (5) Drug 1: CN(C)C1=NC(=NC(=N1)N(C)C)N(C)C. Drug 2: CC1=C(C(CCC1)(C)C)C=CC(=CC=CC(=CC(=O)O)C)C. Cell line: SK-MEL-2. Synergy scores: CSS=-0.442, Synergy_ZIP=2.06, Synergy_Bliss=4.53, Synergy_Loewe=1.18, Synergy_HSA=0.910.